Predict the reaction yield, written as a fraction of the theoretical maximum amount of product (1.0 means a 100% yield; for example, 0.34 means a 34% yield). From a dataset of Reaction yield outcomes from USPTO patents with 853,638 reactions. The reactants are [O:1]1[CH2:6][CH2:5][CH2:4][CH2:3][CH:2]1[O:7][C:8]1[CH:13]=[CH:12][C:11]([N:14]2[CH2:19][CH2:18][NH:17][CH2:16][CH2:15]2)=[CH:10][CH:9]=1.[F:20][C:21]([F:31])([F:30])[O:22][C:23]1[CH:28]=[CH:27][C:26](Br)=[CH:25][CH:24]=1.CC(C)([O-])C.[Na+].C(OCC)(=O)C. The catalyst is C1(C)C=CC=CC=1.C([O-])(=O)C.[Pd+2].C([O-])(=O)C.C1C=CC(P(C2C(C3C(P(C4C=CC=CC=4)C4C=CC=CC=4)=CC=C4C=3C=CC=C4)=C3C(C=CC=C3)=CC=2)C2C=CC=CC=2)=CC=1.O. The product is [O:1]1[CH2:6][CH2:5][CH2:4][CH2:3][CH:2]1[O:7][C:8]1[CH:13]=[CH:12][C:11]([N:14]2[CH2:15][CH2:16][N:17]([C:26]3[CH:25]=[CH:24][C:23]([O:22][C:21]([F:20])([F:30])[F:31])=[CH:28][CH:27]=3)[CH2:18][CH2:19]2)=[CH:10][CH:9]=1. The yield is 0.900.